Dataset: Full USPTO retrosynthesis dataset with 1.9M reactions from patents (1976-2016). Task: Predict the reactants needed to synthesize the given product. (1) Given the product [CH3:39][N:41]([CH3:44])[C:42]([C:13]1[CH:14]=[C:9]([O:8][CH2:1][C:2]2[CH:7]=[CH:6][CH:5]=[CH:4][CH:3]=2)[C:10]2[N:11]([CH:16]=[C:17]([CH3:19])[N:18]=2)[CH:12]=1)=[O:50], predict the reactants needed to synthesize it. The reactants are: [CH2:1]([O:8][C:9]1[C:10]2[N:11]([CH:16]=[C:17]([CH3:19])[N:18]=2)[CH:12]=[C:13](Br)[CH:14]=1)[C:2]1[CH:7]=[CH:6][CH:5]=[CH:4][CH:3]=1.C1(P(C2C=CC=CC=2)C2C=CC=CC=2)C=CC=CC=1.[CH2:39]([N:41]([CH2:44]C)[CH2:42]C)C.CNC.[C]=[O:50]. (2) The reactants are: [Cl:1][C:2]1[CH:7]=[CH:6][C:5]([S:8]([C:11]2([C:27]3[CH:32]=[C:31]([F:33])[CH:30]=[CH:29][C:28]=3[F:34])[CH2:16][CH2:15][CH:14]([NH:17][S:18]([N:21]3[CH2:25][CH2:24][C:23](=[O:26])[CH2:22]3)(=[O:20])=[O:19])[CH2:13][CH2:12]2)(=[O:10])=[O:9])=[CH:4][CH:3]=1.[CH3:35][Mg]Br. Given the product [Cl:1][C:2]1[CH:7]=[CH:6][C:5]([S:8]([C:11]2([C:27]3[CH:32]=[C:31]([F:33])[CH:30]=[CH:29][C:28]=3[F:34])[CH2:12][CH2:13][CH:14]([NH:17][S:18]([N:21]3[CH2:25][CH2:24][C:23]([OH:26])([CH3:35])[CH2:22]3)(=[O:20])=[O:19])[CH2:15][CH2:16]2)(=[O:10])=[O:9])=[CH:4][CH:3]=1, predict the reactants needed to synthesize it. (3) Given the product [CH3:1][O:2][C:3]1[CH:4]=[C:5]2[C:10](=[CH:11][C:12]=1[O:13][CH3:14])[N:9]=[CH:8][CH:7]=[C:6]2[O:15][C:16]1[C:22]([CH3:23])=[CH:21][C:19]([NH:20][C:40](=[O:42])[O:59][CH:57]([C:56]2[CH:60]=[CH:61][C:53]([O:52][CH3:51])=[CH:54][CH:55]=2)[CH3:58])=[C:18]([CH3:24])[CH:17]=1, predict the reactants needed to synthesize it. The reactants are: [CH3:1][O:2][C:3]1[CH:4]=[C:5]2[C:10](=[CH:11][C:12]=1[O:13][CH3:14])[N:9]=[CH:8][CH:7]=[C:6]2[O:15][C:16]1[C:22]([CH3:23])=[CH:21][C:19]([NH2:20])=[C:18]([CH3:24])[CH:17]=1.C1(C)C=CC=CC=1.C(N(CC)CC)C.Cl[C:40](Cl)([O:42]C(=O)OC(Cl)(Cl)Cl)Cl.[CH3:51][O:52][C:53]1[CH:61]=[CH:60][C:56]([CH:57]([OH:59])[CH3:58])=[CH:55][CH:54]=1. (4) Given the product [OH:1][C@H:2]1[CH2:6][N:5]([CH2:7][CH2:8][CH2:9][C:10]2[NH:11][C:17](=[O:26])[C:18]3[C:19]([CH:25]=2)=[C:20]([CH3:24])[CH:21]=[CH:22][CH:23]=3)[C@@H:4]([CH2:12][OH:13])[CH2:3]1, predict the reactants needed to synthesize it. The reactants are: [OH:1][C@H:2]1[CH2:6][N:5]([CH2:7][CH2:8][CH2:9][C:10]#[N:11])[C@@H:4]([CH2:12][OH:13])[CH2:3]1.C(N(CC)[C:17](=[O:26])[C:18]1[CH:23]=[CH:22][CH:21]=[C:20]([CH3:24])[C:19]=1[CH3:25])C. (5) Given the product [OH:22][CH2:21][CH2:20][C:17]1([CH2:26][CH2:27][OH:28])[CH2:18][CH2:19][N:14]([C:12]([O:11][C:7]([CH3:8])([CH3:10])[CH3:9])=[O:13])[CH2:15][CH2:16]1, predict the reactants needed to synthesize it. The reactants are: [H-].[H-].[H-].[H-].[Li+].[Al+3].[C:7]([O:11][C:12]([N:14]1[CH2:19][CH2:18][C:17]([CH2:26][C:27](OCC)=[O:28])([CH2:20][C:21](OCC)=[O:22])[CH2:16][CH2:15]1)=[O:13])([CH3:10])([CH3:9])[CH3:8].O.[OH-].[Na+]. (6) Given the product [CH3:42][C:41]1[C:12]([CH2:11][CH2:10][C:9]([O:8][CH2:1][C:2]2[CH:3]=[CH:4][CH:5]=[CH:6][CH:7]=2)=[O:44])=[C:13]([CH3:43])[C:14]2[C:22]3[C:17](=[CH:18][CH:19]=[CH:20][CH:21]=3)[N:16]([CH2:23][C:24]3[CH:25]=[CH:26][C:27]([C@H:30]([CH:34]4[CH2:35][CH2:36][O:37][CH2:38][CH2:39]4)[C:31](=[O:33])[N:75]4[CH2:76][CH2:77][N:72]([CH2:69][CH2:70][CH3:71])[CH2:73][CH2:74]4)=[CH:28][CH:29]=3)[C:15]=2[N:40]=1, predict the reactants needed to synthesize it. The reactants are: [CH2:1]([O:8][C:9](=[O:44])[CH2:10][CH2:11][C:12]1[C:41]([CH3:42])=[N:40][C:15]2[N:16]([CH2:23][C:24]3[CH:29]=[CH:28][C:27]([C@H:30]([CH:34]4[CH2:39][CH2:38][O:37][CH2:36][CH2:35]4)[C:31]([OH:33])=O)=[CH:26][CH:25]=3)[C:17]3[C:22]([C:14]=2[C:13]=1[CH3:43])=[CH:21][CH:20]=[CH:19][CH:18]=3)[C:2]1[CH:7]=[CH:6][CH:5]=[CH:4][CH:3]=1.C1C=CC2N(O)N=NC=2C=1.CCN=C=NCCCN(C)C.Cl.Br.Br.[CH2:69]([N:72]1[CH2:77][CH2:76][NH:75][CH2:74][CH2:73]1)[CH2:70][CH3:71]. (7) Given the product [O:50]=[C:49]1[CH2:48][CH2:47][N:46]([C:51]([O:53][CH2:54][C:55]2[CH:60]=[CH:59][CH:58]=[CH:57][CH:56]=2)=[O:52])[CH2:45][CH:44]1[NH:43][C:6]([C:2]1[S:1][CH:5]=[CH:4][N:3]=1)=[O:8], predict the reactants needed to synthesize it. The reactants are: [S:1]1[CH:5]=[CH:4][N:3]=[C:2]1[C:6]([OH:8])=O.CN(C(ON1N=NC2C=CC=NC1=2)=[N+](C)C)C.F[P-](F)(F)(F)(F)F.CCN(C(C)C)C(C)C.Cl.[NH2:43][CH:44]1[C:49](=[O:50])[CH2:48][CH2:47][N:46]([C:51]([O:53][CH2:54][C:55]2[CH:60]=[CH:59][CH:58]=[CH:57][CH:56]=2)=[O:52])[CH2:45]1.